This data is from Full USPTO retrosynthesis dataset with 1.9M reactions from patents (1976-2016). The task is: Predict the reactants needed to synthesize the given product. (1) Given the product [CH2:30]([N:37]1[CH2:12][CH:13]2[O:17][CH:16]([CH2:15][CH2:14]2)[CH2:18]1)[C:31]1[CH:36]=[CH:35][CH:34]=[CH:33][CH:32]=1, predict the reactants needed to synthesize it. The reactants are: CC1C=CC(S(O[CH2:12][CH:13]2[O:17][CH:16]([CH2:18]OS(C3C=CC(C)=CC=3)(=O)=O)[CH2:15][CH2:14]2)(=O)=O)=CC=1.[CH2:30]([NH2:37])[C:31]1[CH:36]=[CH:35][CH:34]=[CH:33][CH:32]=1. (2) Given the product [Cl:1][C:2]1[CH:7]=[CH:6][C:5]([CH:8]([C:21]2[CH:26]=[CH:25][C:24]([Cl:27])=[CH:23][CH:22]=2)[C:9]2[CH:10]=[C:11]3[C:16](=[CH:17][CH:18]=2)[N:15]=[C:14]([OH:19])[CH:13]=[C:12]3[NH:28][CH:29]2[CH2:30][CH2:31][N:32]([C:35]([O:37][C:38]([CH3:41])([CH3:40])[CH3:39])=[O:36])[CH2:33][CH2:34]2)=[CH:4][CH:3]=1, predict the reactants needed to synthesize it. The reactants are: [Cl:1][C:2]1[CH:7]=[CH:6][C:5]([CH:8]([C:21]2[CH:26]=[CH:25][C:24]([Cl:27])=[CH:23][CH:22]=2)[C:9]2[CH:10]=[C:11]3[C:16](=[CH:17][CH:18]=2)[N:15]=[C:14]([OH:19])[CH:13]=[C:12]3Br)=[CH:4][CH:3]=1.[NH2:28][CH:29]1[CH2:34][CH2:33][N:32]([C:35]([O:37][C:38]([CH3:41])([CH3:40])[CH3:39])=[O:36])[CH2:31][CH2:30]1.C([O-])([O-])=O.[Cs+].[Cs+]. (3) Given the product [O:23]=[C:14]1[N:13]([CH:10]2[CH2:9][CH2:8][N:7]([CH:4]3[CH2:5][CH2:6][N:1]([C:25]([O:27][CH:28]([CH3:30])[CH3:29])=[O:26])[CH2:2][CH2:3]3)[CH2:12][CH2:11]2)[C@@H:22]2[C@H:17]([CH2:18][CH2:19][CH2:20][CH2:21]2)[O:16][CH2:15]1, predict the reactants needed to synthesize it. The reactants are: [NH:1]1[CH2:6][CH2:5][CH:4]([N:7]2[CH2:12][CH2:11][CH:10]([N:13]3[C@@H:22]4[C@H:17]([CH2:18][CH2:19][CH2:20][CH2:21]4)[O:16][CH2:15][C:14]3=[O:23])[CH2:9][CH2:8]2)[CH2:3][CH2:2]1.Cl[C:25]([O:27][CH:28]([CH3:30])[CH3:29])=[O:26].C(N(CC)CC)C.C([O-])(O)=O.[Na+]. (4) Given the product [F:1][C:2]1[CH:7]=[C:6]([F:8])[CH:5]=[CH:4][C:3]=1[C:9]1[CH:14]=[CH:13][C:12]([OH:15])=[C:11]([C:16]([O:18][CH2:19][CH3:20])=[O:17])[CH:10]=1, predict the reactants needed to synthesize it. The reactants are: [F:1][C:2]1[CH:7]=[C:6]([F:8])[CH:5]=[CH:4][C:3]=1[C:9]1[CH:14]=[CH:13][C:12]([OH:15])=[C:11]([C:16]([OH:18])=[O:17])[CH:10]=1.[CH2:19](O)[CH3:20]. (5) Given the product [C:1]1([S:7]([CH2:8][CH2:9][N:10]([CH2:23][C:24]([F:27])([F:25])[F:26])[C:11]2[CH:18]=[CH:17][C:14]([C:15]#[N:16])=[C:13]([C:19]([F:20])([F:21])[F:22])[CH:12]=2)=[O:29])[CH:2]=[CH:3][CH:4]=[CH:5][CH:6]=1, predict the reactants needed to synthesize it. The reactants are: [C:1]1([S:7][CH2:8][CH2:9][N:10]([CH2:23][C:24]([F:27])([F:26])[F:25])[C:11]2[CH:18]=[CH:17][C:14]([C:15]#[N:16])=[C:13]([C:19]([F:22])([F:21])[F:20])[CH:12]=2)[CH:6]=[CH:5][CH:4]=[CH:3][CH:2]=1.C[OH:29]. (6) The reactants are: [C:1]([C:3]1[CH:8]=[CH:7][C:6]([NH:9][C:10]([NH2:12])=[NH:11])=[CH:5][CH:4]=1)#[N:2].C([O-])(=O)C.[Na+].C([O:20][C:21](=O)[C:22](=COCC)[C:23](OCC)=O)C.O. Given the product [O:20]=[C:21]1[CH:22]=[CH:23][NH:12][C:10]([NH:9][C:6]2[CH:5]=[CH:4][C:3]([C:1]#[N:2])=[CH:8][CH:7]=2)=[N:11]1, predict the reactants needed to synthesize it. (7) Given the product [CH3:1][C:2]1[C:3]([CH2:16][CH2:17][N:19]([CH3:20])[CH3:21])=[C:4]([CH3:15])[C:5]2[C:13]3[C:8](=[CH:9][CH:10]=[CH:11][CH:12]=3)[NH:7][C:6]=2[N:14]=1, predict the reactants needed to synthesize it. The reactants are: [CH3:1][C:2]1[C:3]([CH2:16][C:17]([N:19]([CH3:21])[CH3:20])=O)=[C:4]([CH3:15])[C:5]2[C:13]3[C:8](=[CH:9][CH:10]=[CH:11][CH:12]=3)[NH:7][C:6]=2[N:14]=1.C1COCC1.[H-].[Al+3].[Li+].[H-].[H-].[H-].[OH-].[Na+].